Dataset: Catalyst prediction with 721,799 reactions and 888 catalyst types from USPTO. Task: Predict which catalyst facilitates the given reaction. (1) Reactant: Cl.[CH3:2][C:3]1[N:4]=[C:5]([C:13]2[CH:18]=[CH:17][CH:16]=[CH:15][CH:14]=2)[N:6]2[C:11]=1[CH:10]=[N:9][C:8]([NH2:12])=[N:7]2.Br[C:20]1[CH:21]=[C:22]([CH2:26][CH2:27][OH:28])[CH:23]=[CH:24][CH:25]=1.C1C=CC(P(C2C=CC3C(=CC=CC=3)C=2C2C3C(=CC=CC=3)C=CC=2P(C2C=CC=CC=2)C2C=CC=CC=2)C2C=CC=CC=2)=CC=1.CC(C)([O-])C.[Na+]. Product: [CH3:2][C:3]1[N:4]=[C:5]([C:13]2[CH:14]=[CH:15][CH:16]=[CH:17][CH:18]=2)[N:6]2[C:11]=1[CH:10]=[N:9][C:8]([NH:12][C:20]1[CH:21]=[C:22]([CH2:26][CH2:27][OH:28])[CH:23]=[CH:24][CH:25]=1)=[N:7]2. The catalyst class is: 102. (2) Reactant: [F:1][C:2]1[C:3]([N:20]2[CH2:25][CH2:24][CH:23]([CH2:26][NH:27]C(=O)OC(C)(C)C)[CH2:22][CH2:21]2)=[N:4][C:5]([NH:8][C:9]2[CH:10]=[C:11]3[C:16](=[CH:17][CH:18]=2)[NH:15][C:14](=[O:19])[CH2:13][CH2:12]3)=[N:6][CH:7]=1. Product: [NH2:27][CH2:26][CH:23]1[CH2:24][CH2:25][N:20]([C:3]2[C:2]([F:1])=[CH:7][N:6]=[C:5]([NH:8][C:9]3[CH:10]=[C:11]4[C:16](=[CH:17][CH:18]=3)[NH:15][C:14](=[O:19])[CH2:13][CH2:12]4)[N:4]=2)[CH2:21][CH2:22]1. The catalyst class is: 67.